From a dataset of Retrosynthesis with 50K atom-mapped reactions and 10 reaction types from USPTO. Predict the reactants needed to synthesize the given product. (1) Given the product O=C(O)C/C=C/c1ccc(Nc2ncccn2)cc1, predict the reactants needed to synthesize it. The reactants are: COC(=O)C/C=C/c1ccc(Nc2ncccn2)cc1. (2) Given the product O=S(=O)(Nc1cc(Cl)c(Sc2nc3cc(-c4nnn[nH]4)ccc3s2)c(Cl)c1)c1ccc(Cl)cc1Cl, predict the reactants needed to synthesize it. The reactants are: C[Si](C)(C)N=[N+]=[N-].N#Cc1ccc2sc(Sc3c(Cl)cc(NS(=O)(=O)c4ccc(Cl)cc4Cl)cc3Cl)nc2c1. (3) Given the product CCc1ccc(C2CC(NC(=O)Nc3ccc(F)cc3)CN(C(=O)N3CCCC3)C2)cc1, predict the reactants needed to synthesize it. The reactants are: CCc1ccc(C2CC(N)CN(C(=O)N3CCCC3)C2)cc1.O=C=Nc1ccc(F)cc1. (4) The reactants are: Brc1cnc(C2CCN(Cc3ccccc3)C2)nc1.CO. Given the product COc1cnc(C2CCN(Cc3ccccc3)C2)nc1, predict the reactants needed to synthesize it. (5) Given the product O=S(=O)(c1ccc(F)cc1)N1CCOCC1, predict the reactants needed to synthesize it. The reactants are: C1COCCN1.O=S(=O)(Cl)c1ccc(F)cc1.